Dataset: Full USPTO retrosynthesis dataset with 1.9M reactions from patents (1976-2016). Task: Predict the reactants needed to synthesize the given product. (1) Given the product [N:20]1[C:21]2[C:26](=[CH:25][CH:24]=[CH:23][CH:22]=2)[CH:27]=[C:18]([C:5]2[C:4]3[C:8](=[CH:9][CH:10]=[C:2]([B:28]4[O:32][C:31]([CH3:34])([CH3:33])[C:30]([CH3:36])([CH3:35])[O:29]4)[CH:3]=3)[N:7]([C:11]([O:13][C:14]([CH3:16])([CH3:17])[CH3:15])=[O:12])[CH:6]=2)[CH:19]=1, predict the reactants needed to synthesize it. The reactants are: Br[C:2]1[CH:3]=[C:4]2[C:8](=[CH:9][CH:10]=1)[N:7]([C:11]([O:13][C:14]([CH3:17])([CH3:16])[CH3:15])=[O:12])[CH:6]=[C:5]2[C:18]1[CH:19]=[N:20][C:21]2[C:26]([CH:27]=1)=[CH:25][CH:24]=[CH:23][CH:22]=2.[B:28]1([B:28]2[O:32][C:31]([CH3:34])([CH3:33])[C:30]([CH3:36])([CH3:35])[O:29]2)[O:32][C:31]([CH3:34])([CH3:33])[C:30]([CH3:36])([CH3:35])[O:29]1.C([O-])(=O)C.[K+]. (2) The reactants are: O[CH2:2][C:3]1[N:4]=[C:5]2[C:10]([N:11]3[CH2:16][CH2:15][O:14][CH2:13][CH2:12]3)=[N:9][CH:8]=[C:7]([C:17]3[CH:18]=[CH:19][C:20]([N:23]4[CH2:28][CH2:27][N:26]([C:29]([O:31][C:32]([CH3:35])([CH3:34])[CH3:33])=[O:30])[CH2:25][CH2:24]4)=[N:21][CH:22]=3)[N:6]2[CH:36]=1.CCN(C(C)C)C(C)C.CS(Cl)(=O)=O.[N:51]1[C:60]2[C:55](=[CH:56][CH:57]=[CH:58][CH:59]=2)[CH:54]=[CH:53][C:52]=1[SH:61].C([O-])([O-])=O.[K+].[K+]. Given the product [O:14]1[CH2:13][CH2:12][N:11]([C:10]2[C:5]3[N:6]([CH:36]=[C:3]([CH2:2][S:61][C:52]4[CH:53]=[CH:54][C:55]5[C:60](=[CH:59][CH:58]=[CH:57][CH:56]=5)[N:51]=4)[N:4]=3)[C:7]([C:17]3[CH:18]=[CH:19][C:20]([N:23]4[CH2:28][CH2:27][N:26]([C:29]([O:31][C:32]([CH3:33])([CH3:35])[CH3:34])=[O:30])[CH2:25][CH2:24]4)=[N:21][CH:22]=3)=[CH:8][N:9]=2)[CH2:16][CH2:15]1, predict the reactants needed to synthesize it.